This data is from Catalyst prediction with 721,799 reactions and 888 catalyst types from USPTO. The task is: Predict which catalyst facilitates the given reaction. (1) Product: [CH2:1]([O:4][C:5]1([CH3:35])[CH2:6][CH2:7][N:8]([C:11]2[N:16]3[N:17]=[C:18]([C:20](=[O:21])[NH:42][CH2:43][C:44](=[O:53])[CH2:45][C:46]4[CH:51]=[CH:50][CH:49]=[C:48]([Br:52])[CH:47]=4)[CH:19]=[C:15]3[N:14]=[C:13]([CH3:23])[C:12]=2[C@H:24]([O:30][C:31]([CH3:33])([CH3:34])[CH3:32])[C:25]([O:27][CH2:28][CH3:29])=[O:26])[CH2:9][CH2:10]1)[CH:2]=[CH2:3]. Reactant: [CH2:1]([O:4][C:5]1([CH3:35])[CH2:10][CH2:9][N:8]([C:11]2[N:16]3[N:17]=[C:18]([C:20](O)=[O:21])[CH:19]=[C:15]3[N:14]=[C:13]([CH3:23])[C:12]=2[C@H:24]([O:30][C:31]([CH3:34])([CH3:33])[CH3:32])[C:25]([O:27][CH2:28][CH3:29])=[O:26])[CH2:7][CH2:6]1)[CH:2]=[CH2:3].C(Cl)(=O)C(Cl)=O.[NH2:42][CH2:43][C:44](=[O:53])[CH2:45][C:46]1[CH:51]=[CH:50][CH:49]=[C:48]([Br:52])[CH:47]=1.Cl.CCN(C(C)C)C(C)C. The catalyst class is: 34. (2) Product: [CH:16]1([NH:15][S:12]([C:9]2[C:10]3[CH:11]=[C:2]([C:31]4[CH:30]=[N:29][CH:34]=[CH:33][CH:32]=4)[C:3](=[O:28])[NH:4][C:5]=3[CH:6]=[C:7]([C:21]3[C:22]([CH3:27])=[N:23][O:24][C:25]=3[CH3:26])[CH:8]=2)(=[O:14])=[O:13])[CH2:20][CH2:19][CH2:18][CH2:17]1. The catalyst class is: 6. Reactant: Br[C:2]1[C:3](=[O:28])[NH:4][C:5]2[CH:6]=[C:7]([C:21]3[C:22]([CH3:27])=[N:23][O:24][C:25]=3[CH3:26])[CH:8]=[C:9]([S:12]([NH:15][CH:16]3[CH2:20][CH2:19][CH2:18][CH2:17]3)(=[O:14])=[O:13])[C:10]=2[CH:11]=1.[N:29]1[CH:34]=[CH:33][CH:32]=[C:31](B(O)O)[CH:30]=1.C(=O)([O-])[O-].[Cs+].[Cs+].C(COC)OC.